The task is: Predict the reactants needed to synthesize the given product.. This data is from Full USPTO retrosynthesis dataset with 1.9M reactions from patents (1976-2016). (1) Given the product [C:13]([C:5]1[C:6]([N:8]=[CH:9][N:10]([CH3:12])[CH3:11])=[N:7][C:2]([C:30]2[CH:29]=[CH:28][CH:27]=[C:26]([F:25])[CH:31]=2)=[C:3]([C:15]2[CH:20]=[CH:19][C:18](=[O:21])[N:17]([CH:22]([CH3:24])[CH3:23])[N:16]=2)[N:4]=1)#[N:14], predict the reactants needed to synthesize it. The reactants are: Cl[C:2]1[N:7]=[C:6]([N:8]=[CH:9][N:10]([CH3:12])[CH3:11])[C:5]([C:13]#[N:14])=[N:4][C:3]=1[C:15]1[CH:20]=[CH:19][C:18](=[O:21])[N:17]([CH:22]([CH3:24])[CH3:23])[N:16]=1.[F:25][C:26]1[CH:27]=[C:28](B(O)O)[CH:29]=[CH:30][CH:31]=1.C([O-])([O-])=O.[Na+].[Na+].O. (2) Given the product [CH2:1]([C:8]12[CH2:24][CH2:23][C:22](=[O:25])[CH:21]=[C:9]1[CH2:10][CH2:11][CH2:12][C:13]1[CH:18]=[C:17]([OH:19])[CH:16]=[CH:15][C:14]=12)[C:2]1[CH:3]=[CH:4][CH:5]=[CH:6][CH:7]=1, predict the reactants needed to synthesize it. The reactants are: [CH2:1]([C:8]12[CH2:24][CH2:23][C:22](=[O:25])[CH:21]=[C:9]1[CH2:10][CH2:11][CH2:12][C:13]1[CH:18]=[C:17]([O:19]C)[CH:16]=[CH:15][C:14]=12)[C:2]1[CH:7]=[CH:6][CH:5]=[CH:4][CH:3]=1. (3) Given the product [CH3:1][N:2]([CH2:4][CH:5]([C:14]1([OH:20])[CH2:19][CH2:18][CH2:17][CH2:16][CH2:15]1)[C:6]1[CH:7]=[CH:8][C:9]([O:12][CH3:13])=[CH:10][CH:11]=1)[CH3:3].[ClH:21].[CH3:1][N:2]([CH2:4][CH:5]([C:14]1([OH:20])[CH2:19][CH2:18][CH2:17][CH2:16][CH2:15]1)[C:6]1[CH:7]=[CH:8][C:9]([O:12][CH3:13])=[CH:10][CH:11]=1)[CH3:3], predict the reactants needed to synthesize it. The reactants are: [CH3:1][N:2]([CH2:4][CH:5]([C:14]1([OH:20])[CH2:19][CH2:18][CH2:17][CH2:16][CH2:15]1)[C:6]1[CH:7]=[CH:8][C:9]([O:12][CH3:13])=[CH:10][CH:11]=1)[CH3:3].[ClH:21].[Si](=O)=O.C(O[NH3+])(=O)C(C)=C.C(OCCCC)(=O)CCCCCCCCC(OCCCC)=O. (4) Given the product [CH3:14][O:15][C:16](=[O:25])[C:17]1[CH:18]=[C:19]([O:24][CH2:2][CH2:3][CH2:4][CH2:5][CH2:6][CH2:7][CH2:8][CH2:9][CH2:10][CH3:11])[CH:20]=[C:21]([O:23][CH2:2][CH2:3][CH2:4][CH2:5][CH2:6][CH2:7][CH2:8][CH2:9][CH2:10][CH3:11])[CH:22]=1, predict the reactants needed to synthesize it. The reactants are: Br[CH2:2][CH2:3][CH2:4][CH2:5][CH2:6][CH2:7][CH2:8][CH2:9][CH2:10][CH3:11].[Cl-].[K+].[CH3:14][O:15][C:16](=[O:25])[C:17]1[CH:22]=[C:21]([OH:23])[CH:20]=[C:19]([OH:24])[CH:18]=1.